From a dataset of Peptide-MHC class I binding affinity with 185,985 pairs from IEDB/IMGT. Regression. Given a peptide amino acid sequence and an MHC pseudo amino acid sequence, predict their binding affinity value. This is MHC class I binding data. The MHC is HLA-A01:01 with pseudo-sequence HLA-A01:01. The peptide sequence is KVIQPRVEK. The binding affinity (normalized) is 0.0847.